Task: Predict which catalyst facilitates the given reaction.. Dataset: Catalyst prediction with 721,799 reactions and 888 catalyst types from USPTO (1) Reactant: [NH2:1][C:2]1[CH:3]=[CH:4][CH:5]=[C:6]2[C:11]=1[N:10]=[CH:9][CH:8]=[CH:7]2.[CH3:12][O:13][C:14]1[CH:15]=[CH:16][C:17]([N+:24]([O-:26])=[O:25])=[C:18]([S:20](Cl)(=[O:22])=[O:21])[CH:19]=1.N1C=CC=CC=1. Product: [CH3:12][O:13][C:14]1[CH:15]=[CH:16][C:17]([N+:24]([O-:26])=[O:25])=[C:18]([S:20]([NH:1][C:2]2[CH:3]=[CH:4][CH:5]=[C:6]3[C:11]=2[N:10]=[CH:9][CH:8]=[CH:7]3)(=[O:21])=[O:22])[CH:19]=1. The catalyst class is: 79. (2) Reactant: COC[N:4]1[C:8]2[CH:9]=[CH:10][C:11]([CH:13]([C:15]3[CH:19]=[CH:18][N:17]([C:20]4[N:25]=[CH:24][C:23]([CH2:26][O:27][CH2:28][C:29]([O:31][CH2:32][CH3:33])=[O:30])=[CH:22][CH:21]=4)[N:16]=3)[CH3:14])=[CH:12][C:7]=2[S:6][C:5]1=[O:34]. Product: [O:34]=[C:5]1[NH:4][C:8]2[CH:9]=[CH:10][C:11]([CH:13]([C:15]3[CH:19]=[CH:18][N:17]([C:20]4[N:25]=[CH:24][C:23]([CH2:26][O:27][CH2:28][C:29]([O:31][CH2:32][CH3:33])=[O:30])=[CH:22][CH:21]=4)[N:16]=3)[CH3:14])=[CH:12][C:7]=2[S:6]1. The catalyst class is: 55. (3) Reactant: [CH:1]1[CH:2]=[C:3]([NH:12][C:13]2[NH:17][CH2:16][CH2:15][N:14]=2)[C:4]([Br:11])=[C:5]2[N:10]=[CH:9][CH:8]=[N:7][C:6]=12.[C:18]1(=[O:24])[O:23][C:21](=[O:22])[CH:20]=[CH:19]1. Product: [Br:11][C:4]1[C:3]([N:12]2[CH:20]([C:21]([OH:23])=[O:22])[CH2:19][C:18](=[O:24])[N:17]3[CH2:16][CH2:15][N:14]=[C:13]23)=[CH:2][CH:1]=[C:6]2[C:5]=1[N:10]=[CH:9][CH:8]=[N:7]2. The catalyst class is: 8. (4) Reactant: C([O:3][C:4](=[O:33])[CH2:5][C:6]1[CH:11]=[C:10]([Cl:12])[CH:9]=[CH:8][C:7]=1[O:13][CH2:14][C:15]([N:17]1[CH2:22][C@H:21]([CH3:23])[N:20]([CH2:24][C:25]2[CH:30]=[CH:29][C:28]([F:31])=[CH:27][CH:26]=2)[CH2:19][C@H:18]1[CH3:32])=[O:16])C.O.[OH-].[Li+]. Product: [Cl:12][C:10]1[CH:9]=[CH:8][C:7]([O:13][CH2:14][C:15]([N:17]2[CH2:22][C@H:21]([CH3:23])[N:20]([CH2:24][C:25]3[CH:26]=[CH:27][C:28]([F:31])=[CH:29][CH:30]=3)[CH2:19][C@H:18]2[CH3:32])=[O:16])=[C:6]([CH2:5][C:4]([OH:33])=[O:3])[CH:11]=1. The catalyst class is: 193. (5) Reactant: B(F)(F)F.CSC.C[O:9][C:10]1[CH:11]=[C:12]([C:17]2[N:21]([CH2:22][C:23]#[N:24])[N:20]=[CH:19][C:18]=2[C:25]2[CH:30]=[CH:29][N:28]=[C:27]([C:31]3[CH:32]=[N:33][CH:34]=[CH:35][CH:36]=3)[CH:26]=2)[CH:13]=[C:14]([CH3:16])[CH:15]=1. Product: [OH:9][C:10]1[CH:11]=[C:12]([C:17]2[N:21]([CH2:22][C:23]#[N:24])[N:20]=[CH:19][C:18]=2[C:25]2[CH:30]=[CH:29][N:28]=[C:27]([C:31]3[CH:32]=[N:33][CH:34]=[CH:35][CH:36]=3)[CH:26]=2)[CH:13]=[C:14]([CH3:16])[CH:15]=1. The catalyst class is: 4. (6) Reactant: C([O:8][C:9]1[CH:14]=[CH:13][N:12]([C:15]2[CH:16]=[CH:17][C:18]3[N:22]=[C:21]([CH2:23][CH3:24])[N:20]([CH3:25])[C:19]=3[CH:26]=2)[C:11](=[O:27])[CH:10]=1)C1C=CC=CC=1. Product: [CH2:23]([C:21]1[N:20]([CH3:25])[C:19]2[CH:26]=[C:15]([N:12]3[CH:13]=[CH:14][C:9]([OH:8])=[CH:10][C:11]3=[O:27])[CH:16]=[CH:17][C:18]=2[N:22]=1)[CH3:24]. The catalyst class is: 43. (7) Reactant: [Cl:1][C:2]1[CH:7]=[CH:6][C:5]([S:8]([CH2:11][C:12]2[C:17]([F:18])=[C:16]([F:19])[CH:15]=[CH:14][C:13]=2[F:20])(=[O:10])=[O:9])=[CH:4][CH:3]=1.[C:21]([O:26][CH3:27])(=[O:25])/[CH:22]=[CH:23]/[CH3:24].CC(C)([O-])C.[K+].O. Product: [CH3:27][O:26][C:21](=[O:25])[CH2:22][CH:23]([CH3:24])[CH:11]([S:8]([C:5]1[CH:4]=[CH:3][C:2]([Cl:1])=[CH:7][CH:6]=1)(=[O:10])=[O:9])[C:12]1[C:13]([F:20])=[CH:14][CH:15]=[C:16]([F:19])[C:17]=1[F:18]. The catalyst class is: 56.